This data is from Forward reaction prediction with 1.9M reactions from USPTO patents (1976-2016). The task is: Predict the product of the given reaction. (1) Given the reactants [O:1]=[C:2]1[C:7]2[NH:8][C:9]3[CH:10]=[CH:11][CH:12]=[CH:13][C:14]=3[C:6]=2[N:5]=[C:4]([S:15][CH2:16][C:17](O)=[O:18])[N:3]1[C:20]1[CH:25]=[CH:24][CH:23]=[CH:22][CH:21]=1.[CH2:26]([NH2:30])[CH:27]([CH3:29])[CH3:28].C(N(CC)CC)C.CN(C(ON1N=NC2C=CC=NC1=2)=[N+](C)C)C.F[P-](F)(F)(F)(F)F, predict the reaction product. The product is: [CH2:26]([NH:30][C:17](=[O:18])[CH2:16][S:15][C:4]1[N:3]([C:20]2[CH:25]=[CH:24][CH:23]=[CH:22][CH:21]=2)[C:2](=[O:1])[C:7]2[NH:8][C:9]3[CH:10]=[CH:11][CH:12]=[CH:13][C:14]=3[C:6]=2[N:5]=1)[CH:27]([CH3:29])[CH3:28]. (2) Given the reactants [F:1][C:2]1[C:3](/[C:12](/I)=[CH:13]/[C:14](=O)[C:15]2[NH:16][CH:17]=[CH:18][CH:19]=2)=[C:4]2[C:8](=[CH:9][CH:10]=1)[NH:7][C:6](=[O:11])[CH2:5]2.[C:22]([O:26][C:27](=[O:32])[NH:28][CH2:29][CH2:30][SH:31])([CH3:25])([CH3:24])[CH3:23].[H-].[Na+].[H][H], predict the reaction product. The product is: [C:22]([O:26][C:27](=[O:32])[NH:28][CH2:29][CH2:30][S:31][C:12]1[CH:13]=[C:14]([C:15]2[NH:16][CH:17]=[CH:18][CH:19]=2)[C:5]2[C:6](=[O:11])[NH:7][C:8]3[C:4]=2[C:3]=1[C:2]([F:1])=[CH:10][CH:9]=3)([CH3:25])([CH3:23])[CH3:24]. (3) Given the reactants [NH:1]1[CH2:6][CH2:5][CH:4]([NH:7][C:8](=[O:14])[O:9][C:10]([CH3:13])([CH3:12])[CH3:11])[CH2:3][CH2:2]1.CN(C)C=O.C(=O)([O-])[O-].[K+].[K+].Br[CH2:27][C:28]1[CH:37]=[CH:36][C:31]([C:32]([O:34][CH3:35])=[O:33])=[CH:30][CH:29]=1, predict the reaction product. The product is: [C:10]([O:9][C:8]([NH:7][CH:4]1[CH2:3][CH2:2][N:1]([CH2:27][C:28]2[CH:37]=[CH:36][C:31]([C:32]([O:34][CH3:35])=[O:33])=[CH:30][CH:29]=2)[CH2:6][CH2:5]1)=[O:14])([CH3:11])([CH3:13])[CH3:12]. (4) Given the reactants CN(C(ON1N=N[C:11]2[CH:12]=[CH:13][CH:14]=N[C:10]1=2)=[N+](C)C)C.F[P-](F)(F)(F)(F)F.[CH2:25]([N:27]([CH2:38][CH3:39])[C@H:28]([C:32]1[CH:37]=[CH:36][CH:35]=[CH:34][CH:33]=1)[C:29](O)=[O:30])[CH3:26].[CH3:40][CH2:41][N:42]([CH:46]([CH3:48])C)[CH:43]([CH3:45])[CH3:44].[NH:49]1[CH2:53][CH2:52][CH2:51][C@H:50]1[C:54]1[NH:55][CH:56]=[C:57](/[CH:59]=[CH:60]/[C:61]2[CH:66]=[CH:65][C:64](/[CH:67]=[CH:68]/[C:69]3[NH:73][C:72]([C@@H:74]4[CH2:78][CH2:77][CH2:76][NH:75]4)=[N:71][CH:70]=3)=[CH:63][CH:62]=2)[N:58]=1.CN(C=[O:83])C, predict the reaction product. The product is: [CH2:46]([N:42]([CH2:41][CH3:40])[C@H:43]([C:44]1[CH:14]=[CH:13][CH:12]=[CH:11][CH:10]=1)[C:45]([N:75]1[CH2:76][CH2:77][CH2:78][C@H:74]1[C:72]1[NH:73][C:69](/[CH:68]=[CH:67]/[C:64]2[CH:63]=[CH:62][C:61](/[CH:60]=[CH:59]/[C:57]3[N:58]=[C:54]([C@@H:50]4[CH2:51][CH2:52][CH2:53][N:49]4[C:29](=[O:30])[C@@H:28]([C:32]4[CH:37]=[CH:36][CH:35]=[CH:34][CH:33]=4)[N:27]([CH2:38][CH3:39])[CH2:25][CH3:26])[NH:55][CH:56]=3)=[CH:66][CH:65]=2)=[CH:70][N:71]=1)=[O:83])[CH3:48]. (5) Given the reactants [OH:1][CH2:2][C@@H:3]([NH:5][C:6]1[CH:15]=[C:14]2[C:9]([CH2:10][CH2:11][N:12](C(OC(C)(C)C)=O)[CH2:13]2)=[CH:8][N:7]=1)[CH3:4].[C:23]([OH:29])([C:25]([F:28])([F:27])[F:26])=[O:24], predict the reaction product. The product is: [F:26][C:25]([F:28])([F:27])[C:23]([OH:29])=[O:24].[CH:8]1[C:9]2[CH2:10][CH2:11][NH:12][CH2:13][C:14]=2[CH:15]=[C:6]([NH:5][C@@H:3]([CH3:4])[CH2:2][OH:1])[N:7]=1. (6) Given the reactants [OH:1][C:2]1[CH:11]=[CH:10][C:5]([C:6]([O:8][CH3:9])=[O:7])=[CH:4][CH:3]=1.[H-].[Na+].[Br:14][C:15]1[CH:16]=[N:17][C:18](Cl)=[N:19][CH:20]=1, predict the reaction product. The product is: [CH3:9][O:8][C:6](=[O:7])[C:5]1[CH:4]=[CH:3][C:2]([O:1][C:18]2[N:19]=[CH:20][C:15]([Br:14])=[CH:16][N:17]=2)=[CH:11][CH:10]=1. (7) The product is: [Cl:34][C:31]1[CH:30]=[CH:29][C:28]([S:25]([CH:24]([C:35]2[CH:40]=[C:39]([F:41])[CH:38]=[CH:37][C:36]=2[F:42])[CH2:23][CH2:22][S:21][CH2:20][CH2:19][OH:18])(=[O:27])=[O:26])=[CH:33][CH:32]=1. Given the reactants [Si]([O:18][CH2:19][CH2:20][S:21][CH2:22][CH2:23][CH:24]([C:35]1[CH:40]=[C:39]([F:41])[CH:38]=[CH:37][C:36]=1[F:42])[S:25]([C:28]1[CH:33]=[CH:32][C:31]([Cl:34])=[CH:30][CH:29]=1)(=[O:27])=[O:26])(C(C)(C)C)(C1C=CC=CC=1)C1C=CC=CC=1.[F-].C([N+](CCCC)(CCCC)CCCC)CCC.O, predict the reaction product. (8) The product is: [O:15]1[C:11]([C:9](=[O:8])[CH2:16][C:17]#[N:18])=[CH:12][CH:13]=[N:14]1. Given the reactants CC(C)([O-])C.[K+].C[O:8][C:9]([C:11]1[O:15][N:14]=[CH:13][CH:12]=1)=O.[CH3:16][C:17]#[N:18], predict the reaction product. (9) Given the reactants [Cl:1][C:2]1[N:3]=[CH:4][C:5]2[NH:10][N:9]=[CH:8][C:6]=2[N:7]=1.C1C(=O)N([I:18])C(=O)C1, predict the reaction product. The product is: [Cl:1][C:2]1[N:3]=[CH:4][C:5]2[NH:10][N:9]=[C:8]([I:18])[C:6]=2[N:7]=1.